From a dataset of Forward reaction prediction with 1.9M reactions from USPTO patents (1976-2016). Predict the product of the given reaction. (1) Given the reactants Br[CH2:2][CH2:3][CH2:4][CH2:5][CH2:6][CH2:7][N:8]([CH2:16][C:17]1[CH:22]=[CH:21][CH:20]=[CH:19][C:18]=1[O:23][C:24]([CH3:27])([CH3:26])[CH3:25])[CH2:9][C:10]1[CH:15]=[CH:14][CH:13]=[CH:12][N:11]=1.CO[CH:30]1[CH2:35][CH:34]([C:36]2[CH:41]=[CH:40][CH:39]=[CH:38][CH:37]=2)[CH2:33][CH2:32]N1.[C:42]([O-:45])([O-])=O.[K+].[K+].[CH3:48]C#N, predict the reaction product. The product is: [C:24]([O:23][C:18]1[CH:19]=[CH:20][CH:21]=[CH:22][C:17]=1[CH2:16][N:8]([CH2:9][C:10]1[CH:15]=[CH:14][CH:13]=[CH:12][N:11]=1)[CH2:7][CH2:6][CH2:5][CH2:4][CH2:3][CH2:2][CH:39]1[CH2:38][CH2:37][CH:36]([C:34]2[CH:33]=[CH:32][CH:48]=[CH:30][C:35]=2[O:45][CH3:42])[CH2:41][CH2:40]1)([CH3:27])([CH3:26])[CH3:25]. (2) Given the reactants [C:1]([O:5][C:6]([N:8]1[CH2:13][CH2:12][C:11]2[C:14]([C:18](=O)[C:19]3[CH:24]=[CH:23][CH:22]=[CH:21][CH:20]=3)=[C:15]([NH2:17])[S:16][C:10]=2[CH2:9]1)=[O:7])([CH3:4])([CH3:3])[CH3:2].[CH3:26][C:27](=O)[CH2:28][C:29](=[O:31])[CH3:30], predict the reaction product. The product is: [C:1]([O:5][C:6]([N:8]1[CH2:9][C:10]2[S:16][C:15]3[N:17]=[C:27]([CH3:26])[C:28]([C:29](=[O:31])[CH3:30])=[C:18]([C:19]4[CH:24]=[CH:23][CH:22]=[CH:21][CH:20]=4)[C:14]=3[C:11]=2[CH2:12][CH2:13]1)=[O:7])([CH3:4])([CH3:3])[CH3:2].